This data is from Full USPTO retrosynthesis dataset with 1.9M reactions from patents (1976-2016). The task is: Predict the reactants needed to synthesize the given product. (1) Given the product [CH3:17][O:18][C:19]1[CH:24]=[CH:23][N:22]=[C:21]([CH2:25][CH2:26][C:27]2[NH:36][C:30]3=[N:31][CH:32]=[C:33]([C:2]4[CH:7]=[CH:6][C:5]([S:8]([NH2:11])(=[O:10])=[O:9])=[CH:4][CH:3]=4)[CH:34]=[C:29]3[N:28]=2)[CH:20]=1, predict the reactants needed to synthesize it. The reactants are: Br[C:2]1[CH:7]=[CH:6][C:5]([S:8]([NH2:11])(=[O:10])=[O:9])=[CH:4][CH:3]=1.C([O-])(=O)C.[K+].[CH3:17][O:18][C:19]1[CH:24]=[CH:23][N:22]=[C:21]([CH2:25][CH2:26][C:27]2[NH:36][C:30]3=[N:31][CH:32]=[C:33](I)[CH:34]=[C:29]3[N:28]=2)[CH:20]=1.C(=O)([O-])[O-].[K+].[K+].[Cl-].[Li+]. (2) Given the product [NH2:1][C:2]1[C:14]([C:20]#[N:21])=[C:13]2[C:5]([C:6]3[C:11]([CH2:16][CH3:17])([CH2:12]2)[CH2:10][CH2:9][C:8](=[O:18])[C:7]=3[CH3:19])=[CH:4][CH:3]=1, predict the reactants needed to synthesize it. The reactants are: [NH2:1][C:2]1[C:14](Br)=[C:13]2[C:5]([C:6]3[C:11]([CH2:16][CH3:17])([CH2:12]2)[CH2:10][CH2:9][C:8](=[O:18])[C:7]=3[CH3:19])=[CH:4][CH:3]=1.[C:20]([Cu])#[N:21].CN1CCCC1=O.CCOC(C)=O.